Task: Regression. Given two drug SMILES strings and cell line genomic features, predict the synergy score measuring deviation from expected non-interaction effect.. Dataset: NCI-60 drug combinations with 297,098 pairs across 59 cell lines (1) Drug 1: C1=NNC2=C1C(=O)NC=N2. Cell line: U251. Drug 2: CC1CCCC2(C(O2)CC(NC(=O)CC(C(C(=O)C(C1O)C)(C)C)O)C(=CC3=CSC(=N3)C)C)C. Synergy scores: CSS=46.8, Synergy_ZIP=0.914, Synergy_Bliss=-1.25, Synergy_Loewe=-28.9, Synergy_HSA=-0.904. (2) Drug 1: COC1=C2C(=CC3=C1OC=C3)C=CC(=O)O2. Drug 2: C1CCC(C(C1)N)N.C(=O)(C(=O)[O-])[O-].[Pt+4]. Cell line: ACHN. Synergy scores: CSS=18.1, Synergy_ZIP=-13.0, Synergy_Bliss=-13.3, Synergy_Loewe=-28.3, Synergy_HSA=-12.1. (3) Drug 1: C1=C(C(=O)NC(=O)N1)N(CCCl)CCCl. Drug 2: CN1C2=C(C=C(C=C2)N(CCCl)CCCl)N=C1CCCC(=O)O.Cl. Cell line: CAKI-1. Synergy scores: CSS=52.1, Synergy_ZIP=2.37, Synergy_Bliss=1.96, Synergy_Loewe=-5.16, Synergy_HSA=5.25. (4) Drug 1: C1C(C(OC1N2C=C(C(=O)NC2=O)F)CO)O. Drug 2: C1CN1C2=NC(=NC(=N2)N3CC3)N4CC4. Cell line: KM12. Synergy scores: CSS=28.6, Synergy_ZIP=-9.61, Synergy_Bliss=-6.14, Synergy_Loewe=-1.72, Synergy_HSA=0.614. (5) Drug 1: C1CN(CCN1C(=O)CCBr)C(=O)CCBr. Drug 2: COC1=C2C(=CC3=C1OC=C3)C=CC(=O)O2. Cell line: LOX IMVI. Synergy scores: CSS=30.9, Synergy_ZIP=-0.738, Synergy_Bliss=-4.34, Synergy_Loewe=-12.7, Synergy_HSA=-5.43. (6) Drug 1: CC=C1C(=O)NC(C(=O)OC2CC(=O)NC(C(=O)NC(CSSCCC=C2)C(=O)N1)C(C)C)C(C)C. Drug 2: COCCOC1=C(C=C2C(=C1)C(=NC=N2)NC3=CC=CC(=C3)C#C)OCCOC.Cl. Cell line: UO-31. Synergy scores: CSS=12.4, Synergy_ZIP=-3.30, Synergy_Bliss=-1.16, Synergy_Loewe=-2.63, Synergy_HSA=-1.48. (7) Drug 2: C1CNP(=O)(OC1)N(CCCl)CCCl. Drug 1: CC1=C(N=C(N=C1N)C(CC(=O)N)NCC(C(=O)N)N)C(=O)NC(C(C2=CN=CN2)OC3C(C(C(C(O3)CO)O)O)OC4C(C(C(C(O4)CO)O)OC(=O)N)O)C(=O)NC(C)C(C(C)C(=O)NC(C(C)O)C(=O)NCCC5=NC(=CS5)C6=NC(=CS6)C(=O)NCCC[S+](C)C)O. Cell line: BT-549. Synergy scores: CSS=25.3, Synergy_ZIP=-4.21, Synergy_Bliss=0.145, Synergy_Loewe=-54.7, Synergy_HSA=0.662. (8) Drug 1: CC(CN1CC(=O)NC(=O)C1)N2CC(=O)NC(=O)C2. Drug 2: C1=NC2=C(N=C(N=C2N1C3C(C(C(O3)CO)O)F)Cl)N. Cell line: SN12C. Synergy scores: CSS=49.4, Synergy_ZIP=-4.98, Synergy_Bliss=-2.88, Synergy_Loewe=-2.58, Synergy_HSA=0.815. (9) Drug 1: CCC(=C(C1=CC=CC=C1)C2=CC=C(C=C2)OCCN(C)C)C3=CC=CC=C3.C(C(=O)O)C(CC(=O)O)(C(=O)O)O. Drug 2: C1C(C(OC1N2C=NC(=NC2=O)N)CO)O. Cell line: MCF7. Synergy scores: CSS=5.55, Synergy_ZIP=-4.27, Synergy_Bliss=1.35, Synergy_Loewe=-2.29, Synergy_HSA=-0.220. (10) Drug 1: C1=CC(=CC=C1CC(C(=O)O)N)N(CCCl)CCCl.Cl. Drug 2: CCC1(CC2CC(C3=C(CCN(C2)C1)C4=CC=CC=C4N3)(C5=C(C=C6C(=C5)C78CCN9C7C(C=CC9)(C(C(C8N6C)(C(=O)OC)O)OC(=O)C)CC)OC)C(=O)OC)O.OS(=O)(=O)O. Cell line: UACC62. Synergy scores: CSS=25.6, Synergy_ZIP=-5.17, Synergy_Bliss=-4.30, Synergy_Loewe=-23.3, Synergy_HSA=-3.14.